This data is from Catalyst prediction with 721,799 reactions and 888 catalyst types from USPTO. The task is: Predict which catalyst facilitates the given reaction. Reactant: ClC1C=C2C(CC(=O)N2)=CC=1.ClC1C=C(C=CC=1[F:21])C=O.[Cl:22][C:23]1[CH:31]=[C:30]2[C:26](/[C:27](=[CH:33]/[C:34]3[CH:39]=[CH:38][C:37](F)=[C:36]([Cl:41])[CH:35]=3)/[C:28](=[O:32])[NH:29]2)=[CH:25][CH:24]=1. The catalyst class is: 32. Product: [Cl:22][C:23]1[CH:31]=[C:30]2[C:26](/[C:27](=[CH:33]/[C:34]3[CH:39]=[CH:38][CH:37]=[C:36]([Cl:41])[C:35]=3[F:21])/[C:28](=[O:32])[NH:29]2)=[CH:25][CH:24]=1.